This data is from Catalyst prediction with 721,799 reactions and 888 catalyst types from USPTO. The task is: Predict which catalyst facilitates the given reaction. (1) Reactant: C([N:8]1[CH2:12][CH2:11][C:10]([C:14]2[CH:19]=[CH:18][C:17]([F:20])=[CH:16][C:15]=2[F:21])(F)[CH2:9]1)C1C=CC=CC=1.C([O-])=O.[NH4+]. Product: [F:21][C:15]1[CH:16]=[C:17]([F:20])[CH:18]=[CH:19][C:14]=1[CH:10]1[CH2:11][CH2:12][NH:8][CH2:9]1. The catalyst class is: 5. (2) Reactant: [F:1][C:2]1[C:7]([CH2:8][OH:9])=[CH:6][CH:5]=[C:4]([NH:10][C:11]2[CH:12]=[N:13][C:14]([O:17][CH3:18])=[CH:15][CH:16]=2)[N:3]=1.CC(OI1(OC(C)=O)(OC(C)=O)OC(=O)C2C=CC=CC1=2)=O.C(=O)([O-])[O-].[K+].[K+]. Product: [F:1][C:2]1[C:7]([CH:8]=[O:9])=[CH:6][CH:5]=[C:4]([NH:10][C:11]2[CH:12]=[N:13][C:14]([O:17][CH3:18])=[CH:15][CH:16]=2)[N:3]=1. The catalyst class is: 7. (3) Reactant: C(=O)([O-])[O-].[Na+].[Na+].Br[C:8]1[CH:9]=[C:10]([NH:15][S:16]([C:19]2[CH:24]=[CH:23][C:22]([O:25][CH3:26])=[CH:21][CH:20]=2)(=[O:18])=[O:17])[C:11]([Cl:14])=[N:12][CH:13]=1.CC1(C)C(C)(C)OB([C:35]2[CH:52]=[CH:51][C:38]3[N:39]=[C:40]([NH:42][C:43]([CH:45]4[CH2:50][CH2:49][CH2:48][CH2:47][CH2:46]4)=[O:44])[S:41][C:37]=3[CH:36]=2)O1. Product: [Cl:14][C:11]1[N:12]=[CH:13][C:8]([C:35]2[CH:52]=[CH:51][C:38]3[N:39]=[C:40]([NH:42][C:43]([CH:45]4[CH2:50][CH2:49][CH2:48][CH2:47][CH2:46]4)=[O:44])[S:41][C:37]=3[CH:36]=2)=[CH:9][C:10]=1[NH:15][S:16]([C:19]1[CH:24]=[CH:23][C:22]([O:25][CH3:26])=[CH:21][CH:20]=1)(=[O:18])=[O:17]. The catalyst class is: 819. (4) The catalyst class is: 2. Reactant: [Cl:1][C:2]1[CH:3]=[C:4]([CH:8]2[C:12]([C:15]3[CH:20]=[CH:19][C:18]([Cl:21])=[CH:17][CH:16]=3)([C:13]#[N:14])[CH:11]([CH2:22][C:23]([CH3:26])([CH3:25])[CH3:24])[NH:10][CH:9]2[C:27]([OH:29])=O)[CH:5]=[CH:6][CH:7]=1.[NH2:30][C:31]1[CH:35]=[CH:34][N:33]([CH2:36][C:37]([CH3:40])([OH:39])[CH3:38])[N:32]=1.CN(C(ON1N=NC2C=CC=NC1=2)=[N+](C)C)C.F[P-](F)(F)(F)(F)F.CCN(C(C)C)C(C)C. Product: [OH:39][C:37]([CH3:40])([CH3:38])[CH2:36][N:33]1[CH:34]=[CH:35][C:31]([NH:30][C:27]([CH:9]2[CH:8]([C:4]3[CH:5]=[CH:6][CH:7]=[C:2]([Cl:1])[CH:3]=3)[C:12]([C:15]3[CH:16]=[CH:17][C:18]([Cl:21])=[CH:19][CH:20]=3)([C:13]#[N:14])[CH:11]([CH2:22][C:23]([CH3:25])([CH3:24])[CH3:26])[NH:10]2)=[O:29])=[N:32]1. (5) Reactant: [NH2:1][C:2]1=[N:3][C:4](=[O:33])[N:5]([CH3:32])/[C:6]/1=[CH:7]\[C:8]1[CH:13]=[CH:12][C:11]([O:14][CH2:15][C:16]2[CH:21]=[CH:20][C:19]([C:22]([F:25])([F:24])[F:23])=[CH:18][C:17]=2[C:26]([F:29])([F:28])[F:27])=[C:10]([O:30][CH3:31])[CH:9]=1.[CH3:34][N:35]1[CH2:39][CH2:38][CH2:37][CH:36]1[CH2:40][CH2:41]N. Product: [F:29][C:26]([F:27])([F:28])[C:17]1[CH:18]=[C:19]([C:22]([F:25])([F:23])[F:24])[CH:20]=[CH:21][C:16]=1[CH2:15][O:14][C:11]1[CH:12]=[CH:13][C:8](/[CH:7]=[C:6]2/[C:2]([NH:1][CH2:41][CH2:40][CH:36]3[CH2:37][CH2:38][CH2:39][N:35]3[CH3:34])=[N:3][C:4](=[O:33])[N:5]/2[CH3:32])=[CH:9][C:10]=1[O:30][CH3:31]. The catalyst class is: 5. (6) Reactant: [CH3:1][O:2][C:3]([C:5]1[S:6][C:7]([CH2:10][CH2:11][OH:12])=[CH:8][CH:9]=1)=[O:4].C(N(CC)CC)C.[CH3:20][S:21](Cl)(=[O:23])=[O:22]. Product: [CH3:1][O:2][C:3]([C:5]1[S:6][C:7]([CH2:10][CH2:11][O:12][S:21]([CH3:20])(=[O:23])=[O:22])=[CH:8][CH:9]=1)=[O:4]. The catalyst class is: 2. (7) The catalyst class is: 38. Product: [CH2:1]([O:8][CH:9]([CH2:20][NH:21][C:22]([O:24][C:25]([CH3:28])([CH3:27])[CH3:26])=[O:23])[C:10]([OH:12])=[O:11])[C:2]1[CH:3]=[CH:4][CH:5]=[CH:6][CH:7]=1. Reactant: [CH2:1]([O:8][CH:9]([CH2:20][NH:21][C:22]([O:24][C:25]([CH3:28])([CH3:27])[CH3:26])=[O:23])[C:10]([O:12]CC1C=CC=CC=1)=[O:11])[C:2]1[CH:7]=[CH:6][CH:5]=[CH:4][CH:3]=1.[OH-].[Na+].Cl.